This data is from Forward reaction prediction with 1.9M reactions from USPTO patents (1976-2016). The task is: Predict the product of the given reaction. The product is: [CH:16]1([C@H:11]([NH:10][C:8]([C:5]2[C:4]([NH:22][C:23]([NH:25][C:26]3[C:31]([CH3:32])=[CH:30][C:29]([CH3:33])=[CH:28][C:27]=3[CH3:34])=[O:24])=[CH:3][C:2]([C:40]3[CH:41]=[CH:42][C:37]([O:36][CH3:35])=[CH:38][CH:39]=3)=[CH:7][N:6]=2)=[O:9])[C:12]([OH:14])=[O:13])[CH2:17][CH2:18][CH2:19][CH2:20][CH2:21]1. Given the reactants Cl[C:2]1[CH:3]=[C:4]([NH:22][C:23]([NH:25][C:26]2[C:31]([CH3:32])=[CH:30][C:29]([CH3:33])=[CH:28][C:27]=2[CH3:34])=[O:24])[C:5]([C:8]([NH:10][C@@H:11]([CH:16]2[CH2:21][CH2:20][CH2:19][CH2:18][CH2:17]2)[C:12]([O:14]C)=[O:13])=[O:9])=[N:6][CH:7]=1.[CH3:35][O:36][C:37]1[CH:42]=[CH:41][C:40](B(O)O)=[CH:39][CH:38]=1.C([O-])([O-])=O.[Na+].[Na+].[Li+].[OH-].Cl, predict the reaction product.